Dataset: Reaction yield outcomes from USPTO patents with 853,638 reactions. Task: Predict the reaction yield, written as a fraction of the theoretical maximum amount of product (1.0 means a 100% yield; for example, 0.34 means a 34% yield). (1) The reactants are N1C(Cl)=NC(Cl)=NC=1Cl.CN1CCOCC1.[CH3:17][O:18][C:19]1[CH:20]=[CH:21][C:22]([N+:28]([O-:30])=[O:29])=[C:23]([CH:27]=1)[C:24](O)=[O:25].[BH4-].[Na+].[NH4+].[Cl-]. The catalyst is COCCOC.O.CCOCC. The product is [CH3:17][O:18][C:19]1[CH:20]=[CH:21][C:22]([N+:28]([O-:30])=[O:29])=[C:23]([CH2:24][OH:25])[CH:27]=1. The yield is 0.530. (2) The reactants are [F:1][C:2]([F:22])([F:21])[C:3]1[CH:4]=[C:5]([CH:14]=[C:15]([C:17]([F:20])([F:19])[F:18])[CH:16]=1)[CH2:6][N:7]1[C:11](=[O:12])[CH2:10][S:9][C:8]1=[O:13].C1(C)C=CC=CC=1.[Cl:30][C:31]1[CH:38]=[C:35]([CH:36]=O)[C:34]([OH:39])=[CH:33][CH:32]=1. The catalyst is N1CCCCC1.C(O)(=O)C.O. The product is [Cl:30][C:31]1[CH:32]=[CH:33][C:34]([OH:39])=[C:35]([CH:38]=1)[CH:36]=[C:10]1[S:9][C:8](=[O:13])[N:7]([CH2:6][C:5]2[CH:4]=[C:3]([C:2]([F:1])([F:21])[F:22])[CH:16]=[C:15]([C:17]([F:18])([F:19])[F:20])[CH:14]=2)[C:11]1=[O:12]. The yield is 0.620. (3) The reactants are Br[CH2:2][C:3]([CH3:20])=[CH:4][CH2:5][C:6]1[C:14]([OH:15])=[C:13]2[C:9]([CH2:10][O:11][C:12]2=[O:16])=[C:8]([CH3:17])[C:7]=1[O:18][CH3:19].[CH3:21][O:22][P:23]([O:26]C)[O:24][CH3:25]. No catalyst specified. The product is [CH3:21][O:22][P:23]([CH2:2][C:3]([CH3:20])=[CH:4][CH2:5][C:6]1[C:14]([OH:15])=[C:13]2[C:9](=[C:8]([CH3:17])[C:7]=1[O:18][CH3:19])[CH2:10][O:11][C:12]2=[O:16])(=[O:26])[O:24][CH3:25]. The yield is 0.600. (4) The reactants are CCN(C(C)C)C(C)C.[Cl:10][C:11]1[CH:16]=[CH:15][C:14]([C@H:17]([NH:19][C:20]([C:22]2([C:28]#[N:29])[CH2:27][CH2:26][NH:25][CH2:24][CH2:23]2)=[O:21])[CH3:18])=[CH:13][CH:12]=1.[CH:30]1[C:34]2[C:35](Cl)=[N:36][CH:37]=[N:38][C:33]=2[NH:32][CH:31]=1. The catalyst is CC(N(C)C)=O. The product is [Cl:10][C:11]1[CH:12]=[CH:13][C:14]([C@H:17]([NH:19][C:20]([C:22]2([C:28]#[N:29])[CH2:23][CH2:24][N:25]([C:35]3[C:34]4[CH:30]=[CH:31][NH:32][C:33]=4[N:38]=[CH:37][N:36]=3)[CH2:26][CH2:27]2)=[O:21])[CH3:18])=[CH:15][CH:16]=1. The yield is 0.462.